Binary Classification. Given a miRNA mature sequence and a target amino acid sequence, predict their likelihood of interaction. From a dataset of Experimentally validated miRNA-target interactions with 360,000+ pairs, plus equal number of negative samples. The miRNA is hsa-miR-4662b with sequence AAAGAUGGACAAUUGGCUAAAU. The protein sequence of the target gene is MSAWAAASLSRAAARCLLARGPGVRAAPPRDPRPSHPEPRGCGAAPGRTLHFTAAVPAGHNKWSKVRHIKGPKDVERSRIFSKLCLNIRLAVKEGGPNPEHNSNLANILEVCRSKHMPKSTIETALKMEKSKDTYLLYEGRGPGGSSLLIEALSNSSHKCQADIRHILNKNGGVMAVGARHSFDKKGVIVVEVEDREKKAVNLERALEMAIEAGAEDVKETEDEEERNVFKFICDASSLHQVRKKLDSLGLCSVSCALEFIPNSKVQLAEPDLEQAAHLIQALSNHEDVIHVYDNIE. Result: 1 (interaction).